From a dataset of Reaction yield outcomes from USPTO patents with 853,638 reactions. Predict the reaction yield, written as a fraction of the theoretical maximum amount of product (1.0 means a 100% yield; for example, 0.34 means a 34% yield). The catalyst is CO.[OH-].[OH-].[Pd+2]. The product is [OH:8][C:9]1[CH:14]=[CH:13][C:12]2[C:15]3([CH2:38][O:39][C:11]=2[CH:10]=1)[C:23]1[C:18](=[CH:19][CH:20]=[CH:21][CH:22]=1)[NH:17][C:16]3=[O:37]. The reactants are C([O:8][C:9]1[CH:14]=[CH:13][C:12]2[C:15]3([CH2:38][O:39][C:11]=2[CH:10]=1)[C:23]1[C:18](=[CH:19][CH:20]=[CH:21][CH:22]=1)[N:17](C(C1C=CC=CC=1)C1C=CC=CC=1)[C:16]3=[O:37])C1C=CC=CC=1.[H][H]. The yield is 0.830.